Dataset: Forward reaction prediction with 1.9M reactions from USPTO patents (1976-2016). Task: Predict the product of the given reaction. (1) The product is: [CH2:1]([O:8][C:9]1[CH:10]=[C:11]2[C:15](=[CH:16][CH:17]=1)[NH:14][N:13]=[C:12]2[NH:18][C:19]1[S:20][CH:22]=[CH:23][N:21]=1)[C:2]1[CH:7]=[CH:6][CH:5]=[CH:4][CH:3]=1. Given the reactants [CH2:1]([O:8][C:9]1[CH:10]=[C:11]2[C:15](=[CH:16][CH:17]=1)[NH:14][N:13]=[C:12]2[NH:18][C:19]([NH2:21])=[S:20])[C:2]1[CH:7]=[CH:6][CH:5]=[CH:4][CH:3]=1.[CH2:22](OC(OCC)CBr)[CH3:23], predict the reaction product. (2) Given the reactants [CH3:1][NH:2][C:3]1[CH:22]=[CH:21][C:6]([O:7][C:8]2[CH:13]=[CH:12][N:11]=[C:10]([C:14]([O:16][C:17]([CH3:20])([CH3:19])[CH3:18])=[O:15])[CH:9]=2)=[CH:5][C:4]=1[N+:23]([O-])=O, predict the reaction product. The product is: [NH2:23][C:4]1[CH:5]=[C:6]([CH:21]=[CH:22][C:3]=1[NH:2][CH3:1])[O:7][C:8]1[CH:13]=[CH:12][N:11]=[C:10]([C:14]([O:16][C:17]([CH3:20])([CH3:19])[CH3:18])=[O:15])[CH:9]=1. (3) The product is: [C:1]1([C:7]2[S:11][C:10]([C:12]([O-:14])=[O:13])=[N:9][CH:8]=2)[CH:2]=[CH:3][CH:4]=[CH:5][CH:6]=1.[Li+:18]. Given the reactants [C:1]1([C:7]2[S:11][C:10]([C:12]([O:14]CC)=[O:13])=[N:9][CH:8]=2)[CH:6]=[CH:5][CH:4]=[CH:3][CH:2]=1.[OH-].[Li+:18], predict the reaction product.